Task: Regression. Given two drug SMILES strings and cell line genomic features, predict the synergy score measuring deviation from expected non-interaction effect.. Dataset: NCI-60 drug combinations with 297,098 pairs across 59 cell lines (1) Drug 1: CCCS(=O)(=O)NC1=C(C(=C(C=C1)F)C(=O)C2=CNC3=C2C=C(C=N3)C4=CC=C(C=C4)Cl)F. Drug 2: C1CC(=O)NC(=O)C1N2C(=O)C3=CC=CC=C3C2=O. Cell line: OVCAR-4. Synergy scores: CSS=1.79, Synergy_ZIP=2.17, Synergy_Bliss=6.06, Synergy_Loewe=3.57, Synergy_HSA=3.45. (2) Drug 1: CC1=C(C(=CC=C1)Cl)NC(=O)C2=CN=C(S2)NC3=CC(=NC(=N3)C)N4CCN(CC4)CCO. Drug 2: CC(C)CN1C=NC2=C1C3=CC=CC=C3N=C2N. Cell line: SNB-19. Synergy scores: CSS=-3.18, Synergy_ZIP=-0.179, Synergy_Bliss=-2.33, Synergy_Loewe=-2.40, Synergy_HSA=-3.52. (3) Drug 1: C1CN1P(=S)(N2CC2)N3CC3. Drug 2: COCCOC1=C(C=C2C(=C1)C(=NC=N2)NC3=CC=CC(=C3)C#C)OCCOC.Cl. Cell line: MCF7. Synergy scores: CSS=7.16, Synergy_ZIP=-4.24, Synergy_Bliss=-4.81, Synergy_Loewe=-3.70, Synergy_HSA=-3.53. (4) Drug 1: C1CCC(C(C1)N)N.C(=O)(C(=O)[O-])[O-].[Pt+4]. Drug 2: CC1CCCC2(C(O2)CC(NC(=O)CC(C(C(=O)C(C1O)C)(C)C)O)C(=CC3=CSC(=N3)C)C)C. Cell line: CCRF-CEM. Synergy scores: CSS=75.6, Synergy_ZIP=-0.397, Synergy_Bliss=-1.23, Synergy_Loewe=-1.44, Synergy_HSA=0.0911.